From a dataset of Reaction yield outcomes from USPTO patents with 853,638 reactions. Predict the reaction yield, written as a fraction of the theoretical maximum amount of product (1.0 means a 100% yield; for example, 0.34 means a 34% yield). The reactants are [Br-].[CH3:2][O:3][C:4]1[CH:32]=CC2C=C(C[P+](C3C=CC=CC=3)(C3C=CC=CC=3)C3C=CC=CC=3)OC=2C=1.[CH3:33][O:34][C:35]1[CH:54]=[CH:53][C:38]2[CH:39]=[C:40](/[CH:42]=[CH:43]/[C:44]3[CH:49]=[CH:48][C:47]([N:50]([CH3:52])[CH3:51])=[CH:46][CH:45]=3)[O:41][C:37]=2[CH:36]=1.C(=O)([O-])[O-].[K+].[K+].[CH3:61][N:62](C)C1C=CC(C=O)=CC=1. The catalyst is CO. The product is [O:3]1[CH2:4][CH2:32][N:62]([CH2:61][CH2:33][O:34][C:35]2[CH:54]=[CH:53][C:38]3[CH:39]=[C:40](/[CH:42]=[CH:43]/[C:44]4[CH:49]=[CH:48][C:47]([N:50]([CH3:51])[CH3:52])=[CH:46][CH:45]=4)[O:41][C:37]=3[CH:36]=2)[CH2:2]1. The yield is 0.360.